From a dataset of Reaction yield outcomes from USPTO patents with 853,638 reactions. Predict the reaction yield, written as a fraction of the theoretical maximum amount of product (1.0 means a 100% yield; for example, 0.34 means a 34% yield). (1) The reactants are [CH3:1][N:2]1[CH2:7][CH2:6][CH:5]([C:8]([C:10]2[N:15]=[CH:14][CH:13]=[CH:12][CH:11]=2)=[O:9])[CH2:4][CH2:3]1.[ClH:16].C(O)C. The catalyst is C(O)C. The product is [ClH:16].[ClH:16].[CH3:1][N:2]1[CH2:7][CH2:6][CH:5]([C:8]([C:10]2[N:15]=[CH:14][CH:13]=[CH:12][CH:11]=2)=[O:9])[CH2:4][CH2:3]1. The yield is 0.630. (2) The product is [CH3:1][O:2][C:3]([C:5]1[C:10]([CH:11]=[O:25])=[C:9]([NH2:13])[N:8]=[C:7]([C:14]2[CH:19]=[CH:18][C:17]([Cl:20])=[C:16]([O:21][CH3:22])[C:15]=2[F:23])[N:6]=1)=[O:4]. The catalyst is C1COCC1.O.[Os](=O)(=O)(=O)=O. The reactants are [CH3:1][O:2][C:3]([C:5]1[C:10]([CH:11]=C)=[C:9]([NH2:13])[N:8]=[C:7]([C:14]2[CH:19]=[CH:18][C:17]([Cl:20])=[C:16]([O:21][CH3:22])[C:15]=2[F:23])[N:6]=1)=[O:4].I([O-])(=O)(=O)=[O:25].[Na+]. The yield is 0.980. (3) The reactants are [C:1]([C@H:5]1[CH2:10][CH2:9][C@H:8]([O:11][C:12]2[CH:17]=[CH:16][C:15]([C:18]3[CH:23]=[CH:22][C:21]([CH2:24][N:25]4[CH2:30][CH2:29][CH:28]([C:31]([O:33]CC)=[O:32])[CH2:27][CH2:26]4)=[CH:20][CH:19]=3)=[CH:14][CH:13]=2)[CH2:7][CH2:6]1)([CH3:4])([CH3:3])[CH3:2].O[Li].O.Cl. The catalyst is CO.O. The product is [C:1]([C@H:5]1[CH2:10][CH2:9][C@H:8]([O:11][C:12]2[CH:17]=[CH:16][C:15]([C:18]3[CH:23]=[CH:22][C:21]([CH2:24][N:25]4[CH2:26][CH2:27][CH:28]([C:31]([OH:33])=[O:32])[CH2:29][CH2:30]4)=[CH:20][CH:19]=3)=[CH:14][CH:13]=2)[CH2:7][CH2:6]1)([CH3:4])([CH3:2])[CH3:3]. The yield is 0.530. (4) The reactants are [CH3:1][S:2][C:3]1[S:4][C:5]2[CH:11]=[C:10]([OH:12])[CH:9]=[CH:8][C:6]=2[N:7]=1.[CH3:13][NH:14][C:15]([C:17]1[CH:22]=[C:21](Cl)[CH:20]=[CH:19][N:18]=1)=[O:16].O. The catalyst is CN(C=O)C. The product is [CH3:13][NH:14][C:15]([C:17]1[CH:22]=[C:21]([O:12][C:10]2[CH:9]=[CH:8][C:6]3[N:7]=[C:3]([S:2][CH3:1])[S:4][C:5]=3[CH:11]=2)[CH:20]=[CH:19][N:18]=1)=[O:16]. The yield is 0.620. (5) The product is [CH3:12][C:13]1[CH:17]=[C:16]([C:18]([N:20]2[CH2:21][CH2:22][O:23][CH2:24][CH2:25]2)=[O:19])[NH:15][C:14]=1[CH:26]=[C:10]1[C:3]2[C:2]([N:5]3[CH2:29][CH2:28][CH2:2][CH2:3][CH2:4]3)=[N:7][CH:6]=[N:5][C:4]=2[NH:8][C:9]1=[O:11]. The yield is 0.790. The catalyst is N1CCCCC1. The reactants are Cl[C:2]1[C:3]2[CH2:10][C:9](=[O:11])[NH:8][C:4]=2[N:5]=[CH:6][N:7]=1.[CH3:12][C:13]1[CH:17]=[C:16]([C:18]([N:20]2[CH2:25][CH2:24][O:23][CH2:22][CH2:21]2)=[O:19])[NH:15][C:14]=1[CH:26]=O.[CH2:28](O)[CH3:29].